The task is: Predict which catalyst facilitates the given reaction.. This data is from Catalyst prediction with 721,799 reactions and 888 catalyst types from USPTO. (1) Reactant: [Br:1][C:2]1[CH:7]=[CH:6][C:5]([NH:8][C:9]2[C:10]([CH:25]=[O:26])=[CH:11][C:12]3[N:16]([CH2:17][CH2:18][S:19]([CH3:22])(=[O:21])=[O:20])[CH:15]=[N:14][C:13]=3[C:23]=2[F:24])=[C:4]([Cl:27])[CH:3]=1.[S:28]([CH2:38][N+:39]#[C-:40])([C:31]1[CH:37]=[CH:36][C:34]([CH3:35])=[CH:33][CH:32]=1)(=[O:30])=[O:29].[C-]#N.[Na+].C1COCC1. Product: [Br:1][C:2]1[CH:7]=[CH:6][C:5]([NH:8][C:9]2[C:10]([CH:25]3[O:26][CH:40]=[N:39][CH:38]3[S:28]([C:31]3[CH:37]=[CH:36][C:34]([CH3:35])=[CH:33][CH:32]=3)(=[O:30])=[O:29])=[CH:11][C:12]3[N:16]([CH2:17][CH2:18][S:19]([CH3:22])(=[O:21])=[O:20])[CH:15]=[N:14][C:13]=3[C:23]=2[F:24])=[C:4]([Cl:27])[CH:3]=1. The catalyst class is: 14. (2) Reactant: [C:1]([O:4][CH2:5][C@@:6]1([C:28]#[CH:29])[O:10][C@@H:9]([N:11]2[CH:19]=[C:17]([CH3:18])[C:15](=[O:16])[NH:14][C:12]2=[O:13])[CH2:8][C@H:7]1[O:20][Si](C(C)(C)C)(C)C)(=[O:3])[CH3:2].[F-].C([N+](CCCC)(CCCC)CCCC)CCC. Product: [C:1]([O:4][CH2:5][C@@:6]1([C:28]#[CH:29])[O:10][C@@H:9]([N:11]2[CH:19]=[C:17]([CH3:18])[C:15](=[O:16])[NH:14][C:12]2=[O:13])[CH2:8][C@H:7]1[OH:20])(=[O:3])[CH3:2]. The catalyst class is: 1. (3) Reactant: [C:1]([C:3](=[CH:11][C:12]1[C:21]2[C:16](=[CH:17][CH:18]=[CH:19][CH:20]=2)[N:15]=[CH:14][CH:13]=1)[C:4]([O:6][C:7]([CH3:10])([CH3:9])[CH3:8])=[O:5])#[N:2].[CH3:22][O:23][C:24]1[CH:29]=[CH:28][CH:27]=[CH:26][C:25]=1[Mg]Br.C1COCC1.COC(C)(C)C. Product: [C:1]([CH:3]([CH:11]([C:25]1[CH:26]=[CH:27][CH:28]=[CH:29][C:24]=1[O:23][CH3:22])[C:12]1[C:21]2[C:16](=[CH:17][CH:18]=[CH:19][CH:20]=2)[N:15]=[CH:14][CH:13]=1)[C:4]([O:6][C:7]([CH3:8])([CH3:10])[CH3:9])=[O:5])#[N:2]. The catalyst class is: 81. (4) Product: [Cl:11][C:12]1[CH:13]=[CH:14][C:15](/[C:18](/[CH3:19])=[CH:6]/[C:5]2[CH:8]=[CH:9][C:2]([Cl:1])=[CH:3][CH:4]=2)=[CH:16][N:17]=1. Reactant: [Cl:1][C:2]1[CH:9]=[CH:8][C:5]([CH2:6]Cl)=[CH:4][CH:3]=1.[Mg].[Cl:11][C:12]1[N:17]=[CH:16][C:15]([C:18](=O)[CH3:19])=[CH:14][CH:13]=1.[Cl-].[NH4+].O.C1(C)C=CC(S(O)(=O)=O)=CC=1.[OH-].[Na+]. The catalyst class is: 469. (5) Reactant: O=[C:2]1[CH2:7][CH2:6][N:5]([C:8]([O:10][C:11]([CH3:14])([CH3:13])[CH3:12])=[O:9])[CH2:4][CH2:3]1.C(O)(=O)C.[Cl:19][C:20]1[CH:26]=[CH:25][C:23]([NH2:24])=[CH:22][CH:21]=1.C(O[BH-](OC(=O)C)OC(=O)C)(=O)C.[Na+]. Product: [Cl:19][C:20]1[CH:26]=[CH:25][C:23]([NH:24][CH:2]2[CH2:7][CH2:6][N:5]([C:8]([O:10][C:11]([CH3:14])([CH3:13])[CH3:12])=[O:9])[CH2:4][CH2:3]2)=[CH:22][CH:21]=1. The catalyst class is: 26.